Task: Predict the reactants needed to synthesize the given product.. Dataset: Full USPTO retrosynthesis dataset with 1.9M reactions from patents (1976-2016) (1) Given the product [CH3:1][C:2]1([CH3:21])[N:7]2[C:8]3[CH:9]=[C:10]([C:15]([OH:17])=[O:16])[CH:11]=[CH:12][C:13]=3[CH:14]=[C:6]2[C:5](=[O:20])[NH:4][CH2:3]1, predict the reactants needed to synthesize it. The reactants are: [CH3:1][C:2]1([CH3:21])[N:7]2[C:8]3[CH:9]=[C:10]([C:15]([O:17]CC)=[O:16])[CH:11]=[CH:12][C:13]=3[CH:14]=[C:6]2[C:5](=[O:20])[NH:4][CH2:3]1.[OH-].[Na+].Cl. (2) Given the product [N:1]1[CH:6]=[CH:5][CH:4]=[C:3]([O:7][C:8]2[CH:14]=[CH:13][C:12]([C:15]([F:17])([F:16])[F:18])=[CH:11][C:9]=2[NH:10][C:26](=[O:27])[O:28][C:29]2[CH:34]=[CH:33][CH:32]=[CH:31][CH:30]=2)[CH:2]=1, predict the reactants needed to synthesize it. The reactants are: [N:1]1[CH:6]=[CH:5][CH:4]=[C:3]([O:7][C:8]2[CH:14]=[CH:13][C:12]([C:15]([F:18])([F:17])[F:16])=[CH:11][C:9]=2[NH2:10])[CH:2]=1.N1C=CC=CC=1.Cl[C:26]([O:28][C:29]1[CH:34]=[CH:33][CH:32]=[CH:31][CH:30]=1)=[O:27]. (3) The reactants are: [CH3:1][C:2]1([CH3:10])[C@H:8]2[CH2:9][C@@H:3]1[CH2:4][CH2:5][C:6]2=[O:7].S([O-])(OCCCCCCCCCCCC)(=O)=O.[Na+].[F:29][B-](F)(F)F.ClC[N+]12CC[N+](F)(CC1)CC2.F[B-](F)(F)F. Given the product [F:29][C@@H:5]1[CH2:4][C@H:3]2[CH2:9][C@H:8]([C:2]2([CH3:10])[CH3:1])[C:6]1=[O:7], predict the reactants needed to synthesize it. (4) Given the product [CH3:1][C:2]1([CH3:13])[C:10]2[C:5](=[C:6]([NH2:11])[CH:7]=[CH:8][CH:9]=2)[CH:4]([CH3:12])[CH2:3]1, predict the reactants needed to synthesize it. The reactants are: [CH3:1][C:2]1([CH3:13])[C:10]2[C:5](=[C:6]([NH2:11])[CH:7]=[CH:8][CH:9]=2)[C@H:4]([CH3:12])[CH2:3]1.